This data is from Forward reaction prediction with 1.9M reactions from USPTO patents (1976-2016). The task is: Predict the product of the given reaction. Given the reactants [OH:1][C:2]1[CH:23]=[C:22]([I:24])[CH:21]=[CH:20][C:3]=1[C:4](=[O:19])[CH:5]=[CH:6][C:7]1[CH:12]=[C:11]([O:13][CH3:14])[C:10]([O:15][CH3:16])=[C:9]([O:17][CH3:18])[CH:8]=1.[OH-:25].[Na+].OO, predict the reaction product. The product is: [OH:25][C:5]1[C:4](=[O:19])[C:3]2[C:2](=[CH:23][C:22]([I:24])=[CH:21][CH:20]=2)[O:1][C:6]=1[C:7]1[CH:12]=[C:11]([O:13][CH3:14])[C:10]([O:15][CH3:16])=[C:9]([O:17][CH3:18])[CH:8]=1.